Task: Predict the product of the given reaction.. Dataset: Forward reaction prediction with 1.9M reactions from USPTO patents (1976-2016) (1) Given the reactants Br[C:2]1[C:3]([O:15][CH3:16])=[C:4]([C:13]#[N:14])[C:5](=[O:12])[N:6]([CH:8]([CH2:10][CH3:11])[CH3:9])[CH:7]=1.[CH3:17][N:18]1[CH:22]=[CH:21][C:20](B2OC(C)(C)C(C)(C)O2)=[N:19]1.C(=O)([O-])[O-].[Na+].[Na+].COCCOC, predict the reaction product. The product is: [CH:8]([N:6]1[CH:7]=[C:2]([C:20]2[CH:21]=[CH:22][N:18]([CH3:17])[N:19]=2)[C:3]([O:15][CH3:16])=[C:4]([C:13]#[N:14])[C:5]1=[O:12])([CH2:10][CH3:11])[CH3:9]. (2) Given the reactants [Cl:1][C:2]1[C:7]([C:8]#[N:9])=[CH:6][C:5]([C:10]2[CH:15]=[CH:14][C:13]([O:16][CH3:17])=[CH:12][CH:11]=2)=[C:4]([C:18]2[CH:23]=[CH:22][C:21]([O:24][CH3:25])=[CH:20][CH:19]=2)[N:3]=1.C([O-])([O-])=[O:27].[K+].[K+].OO.Cl, predict the reaction product. The product is: [Cl:1][C:2]1[C:7]([C:8]([NH2:9])=[O:27])=[CH:6][C:5]([C:10]2[CH:11]=[CH:12][C:13]([O:16][CH3:17])=[CH:14][CH:15]=2)=[C:4]([C:18]2[CH:23]=[CH:22][C:21]([O:24][CH3:25])=[CH:20][CH:19]=2)[N:3]=1. (3) Given the reactants [I-:1].[Na+].CS(O[CH2:8][CH2:9][CH:10]([C:17]1[CH:22]=[CH:21][CH:20]=[CH:19][CH:18]=1)[C:11]1[CH:16]=[CH:15][CH:14]=[CH:13][CH:12]=1)(=O)=O, predict the reaction product. The product is: [C:11]1([CH:10]([C:17]2[CH:22]=[CH:21][CH:20]=[CH:19][CH:18]=2)[CH2:9][CH2:8][I:1])[CH:16]=[CH:15][CH:14]=[CH:13][CH:12]=1. (4) The product is: [CH3:12][O:11][C:9]1[CH:8]=[CH:7][C:6]2[C:2]([N:18]3[CH2:23][CH2:22][NH:21][CH2:20][CH2:19]3)=[N:3][O:4][C:5]=2[CH:10]=1. Given the reactants O[C:2]1[C:6]2[CH:7]=[CH:8][C:9]([O:11][CH3:12])=[CH:10][C:5]=2[O:4][N:3]=1.O=P(Cl)(Cl)Cl.[NH:18]1[CH2:23][CH2:22][NH:21][CH2:20][CH2:19]1, predict the reaction product. (5) Given the reactants [Cl:1][C:2]1[C:3]([O:12][C:13]2[CH:18]=[C:17]([O:19][CH:20]([CH3:22])[CH3:21])[CH:16]=[CH:15][C:14]=2/[CH:23]=[C:24](\[CH3:28])/[C:25]([OH:27])=O)=[N:4][CH:5]=[C:6]([C:8]([F:11])([F:10])[F:9])[CH:7]=1.Cl.C(N=C=NCCCN(C)C)C.[O:41]1[CH2:45][CH2:44][CH2:43][CH:42]1[CH2:46][NH:47][S:48]([NH2:51])(=[O:50])=[O:49].Cl, predict the reaction product. The product is: [Cl:1][C:2]1[C:3]([O:12][C:13]2[CH:18]=[C:17]([O:19][CH:20]([CH3:22])[CH3:21])[CH:16]=[CH:15][C:14]=2/[CH:23]=[C:24](\[CH3:28])/[C:25]([NH:51][S:48]([NH:47][CH2:46][CH:42]2[CH2:43][CH2:44][CH2:45][O:41]2)(=[O:49])=[O:50])=[O:27])=[N:4][CH:5]=[C:6]([C:8]([F:11])([F:10])[F:9])[CH:7]=1. (6) Given the reactants [C:9](O[C:9]([O:11][C:12]([CH3:15])([CH3:14])[CH3:13])=[O:10])([O:11][C:12]([CH3:15])([CH3:14])[CH3:13])=[O:10].[CH3:16][C:17]1[CH:25]=[CH:24][CH:23]=[C:22]2[C:18]=1[CH:19]=[CH:20][NH:21]2, predict the reaction product. The product is: [C:12]([O:11][C:9]([N:21]1[C:22]2[C:18](=[C:17]([CH3:16])[CH:25]=[CH:24][CH:23]=2)[CH:19]=[CH:20]1)=[O:10])([CH3:13])([CH3:14])[CH3:15]. (7) Given the reactants [H-].[Al+3].[Li+].[H-].[H-].[H-].[CH2:7]([O:14][C:15]1[CH:29]=[CH:28][C:18]([CH2:19][CH:20]2[N:25]([CH3:26])[C:24](=O)[CH2:23][O:22][CH2:21]2)=[CH:17][CH:16]=1)[C:8]1[CH:13]=[CH:12][CH:11]=[CH:10][CH:9]=1, predict the reaction product. The product is: [CH2:7]([O:14][C:15]1[CH:29]=[CH:28][C:18]([CH2:19][CH:20]2[CH2:21][O:22][CH2:23][CH2:24][N:25]2[CH3:26])=[CH:17][CH:16]=1)[C:8]1[CH:9]=[CH:10][CH:11]=[CH:12][CH:13]=1.